Task: Regression. Given two drug SMILES strings and cell line genomic features, predict the synergy score measuring deviation from expected non-interaction effect.. Dataset: NCI-60 drug combinations with 297,098 pairs across 59 cell lines (1) Drug 1: CN1C(=O)N2C=NC(=C2N=N1)C(=O)N. Drug 2: C1CN(P(=O)(OC1)NCCCl)CCCl. Cell line: NCI/ADR-RES. Synergy scores: CSS=0.217, Synergy_ZIP=4.35, Synergy_Bliss=10.9, Synergy_Loewe=-0.571, Synergy_HSA=1.72. (2) Drug 1: CCCS(=O)(=O)NC1=C(C(=C(C=C1)F)C(=O)C2=CNC3=C2C=C(C=N3)C4=CC=C(C=C4)Cl)F. Drug 2: C(CN)CNCCSP(=O)(O)O. Cell line: COLO 205. Synergy scores: CSS=14.2, Synergy_ZIP=-14.1, Synergy_Bliss=-22.1, Synergy_Loewe=-57.3, Synergy_HSA=-22.4. (3) Drug 1: CC12CCC(CC1=CCC3C2CCC4(C3CC=C4C5=CN=CC=C5)C)O. Drug 2: CC1C(C(CC(O1)OC2CC(CC3=C2C(=C4C(=C3O)C(=O)C5=C(C4=O)C(=CC=C5)OC)O)(C(=O)C)O)N)O.Cl. Cell line: KM12. Synergy scores: CSS=48.2, Synergy_ZIP=7.90, Synergy_Bliss=11.1, Synergy_Loewe=9.03, Synergy_HSA=12.6. (4) Drug 1: CC=C1C(=O)NC(C(=O)OC2CC(=O)NC(C(=O)NC(CSSCCC=C2)C(=O)N1)C(C)C)C(C)C. Drug 2: COCCOC1=C(C=C2C(=C1)C(=NC=N2)NC3=CC=CC(=C3)C#C)OCCOC.Cl. Cell line: CCRF-CEM. Synergy scores: CSS=39.9, Synergy_ZIP=0.340, Synergy_Bliss=-3.67, Synergy_Loewe=-69.2, Synergy_HSA=-5.36. (5) Drug 1: CN(C)N=NC1=C(NC=N1)C(=O)N. Drug 2: CC1=C(C(=CC=C1)Cl)NC(=O)C2=CN=C(S2)NC3=CC(=NC(=N3)C)N4CCN(CC4)CCO. Cell line: SW-620. Synergy scores: CSS=-3.64, Synergy_ZIP=0.476, Synergy_Bliss=1.41, Synergy_Loewe=-8.03, Synergy_HSA=-3.21. (6) Drug 1: CCC1=CC2CC(C3=C(CN(C2)C1)C4=CC=CC=C4N3)(C5=C(C=C6C(=C5)C78CCN9C7C(C=CC9)(C(C(C8N6C)(C(=O)OC)O)OC(=O)C)CC)OC)C(=O)OC.C(C(C(=O)O)O)(C(=O)O)O. Drug 2: C(CCl)NC(=O)N(CCCl)N=O. Cell line: SF-268. Synergy scores: CSS=18.3, Synergy_ZIP=-3.40, Synergy_Bliss=-0.974, Synergy_Loewe=-26.7, Synergy_HSA=-0.972. (7) Drug 1: C1C(C(OC1N2C=NC3=C(N=C(N=C32)Cl)N)CO)O. Drug 2: CN1C(=O)N2C=NC(=C2N=N1)C(=O)N. Cell line: SNB-19. Synergy scores: CSS=44.2, Synergy_ZIP=0.703, Synergy_Bliss=1.38, Synergy_Loewe=-51.9, Synergy_HSA=0.243. (8) Drug 1: CN(C)C1=NC(=NC(=N1)N(C)C)N(C)C. Drug 2: C1CNP(=O)(OC1)N(CCCl)CCCl. Cell line: UO-31. Synergy scores: CSS=-3.92, Synergy_ZIP=1.50, Synergy_Bliss=-2.34, Synergy_Loewe=-3.88, Synergy_HSA=-4.35. (9) Drug 1: C1CC(=O)NC(=O)C1N2CC3=C(C2=O)C=CC=C3N. Drug 2: COC1=C(C=C2C(=C1)N=CN=C2NC3=CC(=C(C=C3)F)Cl)OCCCN4CCOCC4. Cell line: UACC-257. Synergy scores: CSS=21.0, Synergy_ZIP=3.48, Synergy_Bliss=5.06, Synergy_Loewe=-1.18, Synergy_HSA=6.87. (10) Drug 1: C1=CC(=CC=C1CCCC(=O)O)N(CCCl)CCCl. Drug 2: CC1=C(N=C(N=C1N)C(CC(=O)N)NCC(C(=O)N)N)C(=O)NC(C(C2=CN=CN2)OC3C(C(C(C(O3)CO)O)O)OC4C(C(C(C(O4)CO)O)OC(=O)N)O)C(=O)NC(C)C(C(C)C(=O)NC(C(C)O)C(=O)NCCC5=NC(=CS5)C6=NC(=CS6)C(=O)NCCC[S+](C)C)O. Cell line: NCIH23. Synergy scores: CSS=31.9, Synergy_ZIP=-4.61, Synergy_Bliss=-2.30, Synergy_Loewe=-2.87, Synergy_HSA=0.473.